Dataset: Forward reaction prediction with 1.9M reactions from USPTO patents (1976-2016). Task: Predict the product of the given reaction. (1) Given the reactants [Cl:1][C:2]1[CH:24]=[CH:23][C:5]2[N:6]=[C:7]([NH:9][C:10]3[N:14]([CH3:15])[C:13]4[CH:16]=[CH:17][C:18]([C:20](O)=[O:21])=[CH:19][C:12]=4[N:11]=3)[S:8][C:4]=2[CH:3]=1.C(O)(=O)C.[NH2:29][CH2:30][C:31]([N:33]([CH3:35])[CH3:34])=[O:32].CN(C(ON1N=NC2C=CC=CC1=2)=[N+](C)C)C.F[P-](F)(F)(F)(F)F.CCN(C(C)C)C(C)C, predict the reaction product. The product is: [CH3:34][N:33]([CH3:35])[C:31]([CH2:30][NH:29][C:20]([C:18]1[CH:17]=[CH:16][C:13]2[N:14]([CH3:15])[C:10]([NH:9][C:7]3[S:8][C:4]4[CH:3]=[C:2]([Cl:1])[CH:24]=[CH:23][C:5]=4[N:6]=3)=[N:11][C:12]=2[CH:19]=1)=[O:21])=[O:32]. (2) Given the reactants C([C:3]1[CH:8]=[CH:7][C:6]([NH:9]N)=[CH:5][CH:4]=1)#N.N1[C:19]2[C:14](=C[CH:16]=[CH:17][CH:18]=2)C=C1, predict the reaction product. The product is: [CH2:16]1[C:17]2[CH:18]([N:9]=[C:6]3[C:5]=2[CH:4]=[CH:3][CH:8]=[CH:7]3)[CH2:19][CH2:14]1.